Predict which catalyst facilitates the given reaction. From a dataset of Catalyst prediction with 721,799 reactions and 888 catalyst types from USPTO. (1) Product: [NH2:1][C:4]1[CH:9]=[CH:8][CH:7]=[CH:6][C:5]=1[NH:10][CH:11]1[CH2:16][CH2:15][CH2:14][N:13]([C:17]([O:19][C:20]([CH3:23])([CH3:22])[CH3:21])=[O:18])[CH2:12]1. Reactant: [N+:1]([C:4]1[CH:9]=[CH:8][CH:7]=[CH:6][C:5]=1[NH:10][CH:11]1[CH2:16][CH2:15][CH2:14][N:13]([C:17]([O:19][C:20]([CH3:23])([CH3:22])[CH3:21])=[O:18])[CH2:12]1)([O-])=O. The catalyst class is: 5. (2) Reactant: [N:1]1([C:7]2[CH:15]=[C:14]3[C:10]([CH2:11][C:12](=[O:16])[NH:13]3)=[CH:9][CH:8]=2)[CH2:6][CH2:5][O:4][CH2:3][CH2:2]1.[CH:17]([C:19]1[NH:20][C:21]2[CH2:22][CH2:23][CH2:24][CH2:25][C:26]=2[C:27]=1[CH2:28][CH2:29][C:30]([OH:32])=[O:31])=O.N1CCCCC1. Product: [N:1]1([C:7]2[CH:15]=[C:14]3[C:10]([C:11](=[CH:17][C:19]4[NH:20][C:21]5[CH2:22][CH2:23][CH2:24][CH2:25][C:26]=5[C:27]=4[CH2:28][CH2:29][C:30]([OH:32])=[O:31])[C:12](=[O:16])[NH:13]3)=[CH:9][CH:8]=2)[CH2:6][CH2:5][O:4][CH2:3][CH2:2]1. The catalyst class is: 8. (3) Reactant: [F:1][C:2]([F:31])([F:30])[C:3]1[CH:4]=[C:5]([C:13]([C:15]2([NH:19][C:20](=[O:29])[O:21][CH2:22][C:23]3[CH:28]=[CH:27][CH:26]=[CH:25][CH:24]=3)[CH2:18][CH2:17][CH2:16]2)=[O:14])[CH:6]=[C:7]([C:9]([F:12])([F:11])[F:10])[CH:8]=1.[H-].[H-].[H-].[H-].[Li+].[Al+3]. Product: [F:1][C:2]([F:30])([F:31])[C:3]1[CH:4]=[C:5]([CH:13]([OH:14])[C:15]2([NH:19][C:20](=[O:29])[O:21][CH2:22][C:23]3[CH:24]=[CH:25][CH:26]=[CH:27][CH:28]=3)[CH2:16][CH2:17][CH2:18]2)[CH:6]=[C:7]([C:9]([F:12])([F:10])[F:11])[CH:8]=1. The catalyst class is: 1. (4) Reactant: [N+:1]([C:4]1[CH:5]=[C:6]([CH:11]=[CH:12][CH:13]=1)[C:7](=O)[CH2:8]Br)([O-:3])=[O:2].[C:14]([NH2:17])(=[S:16])[CH3:15]. Product: [CH3:15][C:14]1[S:16][CH:8]=[C:7]([C:6]2[CH:11]=[CH:12][CH:13]=[C:4]([N+:1]([O-:3])=[O:2])[CH:5]=2)[N:17]=1. The catalyst class is: 8. (5) Reactant: [C:1]([C:5]1[C:19]([OH:20])=[CH:18][C:8]2[CH2:9][C:10]3([O:17][C:7]=2[CH:6]=1)[CH2:16][CH2:15][CH2:14][CH2:13][CH2:12][CH2:11]3)([CH3:4])([CH3:3])[CH3:2].[H-].[Na+].[CH2:23](Br)[CH:24]=[CH2:25].[Cl-].[NH4+]. Product: [C:1]([C:5]1[C:19]([O:20][CH2:25][CH:24]=[CH2:23])=[CH:18][C:8]2[CH2:9][C:10]3([O:17][C:7]=2[CH:6]=1)[CH2:16][CH2:15][CH2:14][CH2:13][CH2:12][CH2:11]3)([CH3:4])([CH3:2])[CH3:3]. The catalyst class is: 9. (6) Reactant: [C:1]([NH:4][C:5]([CH2:14][C:15]1[CH:24]=[CH:23][C:22]2[CH2:21][CH2:20][CH2:19][CH2:18][C:17]=2[CH:16]=1)(C([O-])=O)[C:6]([O:8][CH2:9][CH3:10])=[O:7])(=[O:3])[CH3:2]. Product: [C:1]([NH:4][CH:5]([CH2:14][C:15]1[CH:24]=[CH:23][C:22]2[CH2:21][CH2:20][CH2:19][CH2:18][C:17]=2[CH:16]=1)[C:6]([O:8][CH2:9][CH3:10])=[O:7])(=[O:3])[CH3:2]. The catalyst class is: 11. (7) Reactant: [CH2:1]([NH:4][C@@H:5]1[CH2:14][CH2:13][C:8]2[N:9]=[C:10]([NH2:12])[S:11][C:7]=2[CH2:6]1)[CH2:2][CH3:3].CC1C=CC(S(O)(=O)=O)=CC=1.O.[OH-].[Na+]. Product: [CH2:1]([NH:4][C@@H:5]1[CH2:14][CH2:13][C:8]2[N:9]=[C:10]([NH2:12])[S:11][C:7]=2[CH2:6]1)[CH2:2][CH3:3]. The catalyst class is: 170. (8) Reactant: [C:1]12([CH2:11][NH:12][C:13]([C:15]3[C:16]4[CH:17]=[CH:18][C:19]([Cl:25])=[N:20][C:21]=4[CH:22]=[CH:23][CH:24]=3)=[O:14])[CH2:10][CH:5]3[CH2:6][CH:7]([CH2:9][CH:3]([CH2:4]3)[CH2:2]1)[CH2:8]2.C(=O)([O-])[O-].[K+].[K+].[NH2:32][CH2:33][CH2:34][NH:35][CH2:36][CH2:37][OH:38]. Product: [ClH:25].[ClH:25].[C:1]12([CH2:11][NH:12][C:13]([C:15]3[C:16]4[CH:17]=[CH:18][C:19]([NH:32][CH2:33][CH2:34][NH:35][CH2:36][CH2:37][OH:38])=[N:20][C:21]=4[CH:22]=[CH:23][CH:24]=3)=[O:14])[CH2:10][CH:5]3[CH2:6][CH:7]([CH2:9][CH:3]([CH2:4]3)[CH2:2]1)[CH2:8]2. The catalyst class is: 60.